Dataset: Forward reaction prediction with 1.9M reactions from USPTO patents (1976-2016). Task: Predict the product of the given reaction. Given the reactants [Cl:1][C:2]1[CH:3]=[CH:4][C:5]([C:25]#[N:26])=[C:6]([C:8]2[C:13]([O:14][CH3:15])=[CH:12][N:11]([CH2:16][C:17]([O:19][C:20]([CH3:23])([CH3:22])[CH3:21])=[O:18])[C:10](=[O:24])[CH:9]=2)[CH:7]=1.FC(F)(F)S(O[CH2:33][CH:34]([F:36])[F:35])(=O)=O, predict the reaction product. The product is: [Cl:1][C:2]1[CH:3]=[CH:4][C:5]([C:25]#[N:26])=[C:6]([C:8]2[C:13]([O:14][CH3:15])=[CH:12][N:11]([CH:16]([CH2:33][CH:34]([F:36])[F:35])[C:17]([O:19][C:20]([CH3:21])([CH3:22])[CH3:23])=[O:18])[C:10](=[O:24])[CH:9]=2)[CH:7]=1.